This data is from Catalyst prediction with 721,799 reactions and 888 catalyst types from USPTO. The task is: Predict which catalyst facilitates the given reaction. (1) Reactant: [H-].[Na+].[CH2:3]([O:10][C:11]1[C:16]([OH:17])=[CH:15][CH:14]=[C:13]([Cl:18])[C:12]=1[C:19]1[CH:24]=[CH:23][CH:22]=[CH:21][C:20]=1[Cl:25])[C:4]1[CH:9]=[CH:8][CH:7]=[CH:6][CH:5]=1.S(C1C=CC(C)=CC=1)(O[CH2:30][C@@H:31]1[O:33][CH2:32]1)(=O)=O. Product: [CH2:3]([O:10][C:11]1[C:16]([O:17][CH2:30][C@H:31]2[CH2:32][O:33]2)=[CH:15][CH:14]=[C:13]([Cl:18])[C:12]=1[C:19]1[CH:24]=[CH:23][CH:22]=[CH:21][C:20]=1[Cl:25])[C:4]1[CH:5]=[CH:6][CH:7]=[CH:8][CH:9]=1. The catalyst class is: 3. (2) Reactant: [CH:1]1([C@@H:7]([NH:9][C:10]([C:12]2[C:21]3[C:16](=[CH:17][C:18]([O:24][CH3:25])=[C:19]([O:22][CH3:23])[CH:20]=3)[N:15]=[C:14]([C:26]3[CH:31]=[CH:30][CH:29]=[CH:28][CH:27]=3)[C:13]=2[CH3:32])=[O:11])[CH3:8])[CH2:6][CH2:5][CH2:4][CH2:3][CH2:2]1.[Br:33]N1C(=O)CCC1=O.C(OOC(=O)C1C=CC=CC=1)(=O)C1C=CC=CC=1. Product: [CH:1]1([C@@H:7]([NH:9][C:10]([C:12]2[C:21]3[C:16](=[CH:17][C:18]([O:24][CH3:25])=[C:19]([O:22][CH3:23])[CH:20]=3)[N:15]=[C:14]([C:26]3[CH:31]=[CH:30][CH:29]=[CH:28][CH:27]=3)[C:13]=2[CH2:32][Br:33])=[O:11])[CH3:8])[CH2:6][CH2:5][CH2:4][CH2:3][CH2:2]1. The catalyst class is: 23. (3) Reactant: [NH2:1][C:2]1[N:7]=[C:6]([C:8]2[O:9][CH:10]=[CH:11][CH:12]=2)[C:5]([C:13]#[N:14])=[C:4](S(C)(=O)=O)[N:3]=1.[CH:19]([OH:22])([CH3:21])[CH3:20].C1CCN2C(=NCCC2)CC1. Product: [NH2:1][C:2]1[N:7]=[C:6]([C:8]2[O:9][CH:10]=[CH:11][CH:12]=2)[C:5]([C:13]#[N:14])=[C:4]([O:22][CH:19]([CH3:21])[CH3:20])[N:3]=1. The catalyst class is: 57. (4) Reactant: [N:1]([C:4]1[CH:9]=[CH:8][C:7]([S:10]([Cl:13])(=[O:12])=[O:11])=[CH:6][CH:5]=1)=[C:2]=[O:3].[N:14]1[CH:19]=[CH:18][CH:17]=[C:16]([CH2:20][NH2:21])[CH:15]=1. Product: [N:14]1[CH:19]=[CH:18][CH:17]=[C:16]([CH2:20][NH:21][C:2](=[O:3])[NH:1][C:4]2[CH:5]=[CH:6][C:7]([S:10]([Cl:13])(=[O:12])=[O:11])=[CH:8][CH:9]=2)[CH:15]=1. The catalyst class is: 1. (5) Reactant: [Si]([O:8][C:9]([CH3:36])([CH3:35])[CH2:10][O:11][NH:12][C:13]([C:15]1[C:16]2[CH2:34][CH2:33][CH2:32][C:17]=2[C:18](=[O:31])[N:19]([CH3:30])[C:20]=1[NH:21][C:22]1[CH:27]=[CH:26][C:25]([I:28])=[CH:24][C:23]=1[F:29])=[O:14])(C(C)(C)C)(C)C.CCCC[N+](CCCC)(CCCC)CCCC.[F-]. Product: [F:29][C:23]1[CH:24]=[C:25]([I:28])[CH:26]=[CH:27][C:22]=1[NH:21][C:20]1[N:19]([CH3:30])[C:18](=[O:31])[C:17]2[CH2:32][CH2:33][CH2:34][C:16]=2[C:15]=1[C:13]([NH:12][O:11][CH2:10][C:9]([OH:8])([CH3:35])[CH3:36])=[O:14]. The catalyst class is: 1. (6) Reactant: [CH2:1]([O:8][CH:9]([CH:15]=O)[C:10]([O:12]CC)=O)[C:2]1[CH:7]=[CH:6][CH:5]=[CH:4][CH:3]=1.[Cl:17][C:18]1[CH:23]=[C:22]([C:24](=[NH:26])[NH2:25])[CH:21]=[CH:20][N:19]=1. Product: [CH2:1]([O:8][C:9]1[C:10]([OH:12])=[N:25][C:24]([C:22]2[CH:21]=[CH:20][N:19]=[C:18]([Cl:17])[CH:23]=2)=[N:26][CH:15]=1)[C:2]1[CH:3]=[CH:4][CH:5]=[CH:6][CH:7]=1. The catalyst class is: 8. (7) Reactant: [NH:1]1[CH:5]=[CH:4][CH:3]=[C:2]1[C:6]([OH:8])=[O:7].C(N(CC)CC)C.[CH2:16](Br)[C:17]1[CH:22]=[CH:21][CH:20]=[CH:19][CH:18]=1. Product: [CH2:16]([O:7][C:6]([C:2]1[NH:1][CH:5]=[CH:4][CH:3]=1)=[O:8])[C:17]1[CH:22]=[CH:21][CH:20]=[CH:19][CH:18]=1. The catalyst class is: 3. (8) Reactant: C([O:3][CH:4](OCC)[CH2:5][O:6][C:7]1[CH:8]=[C:9]([N:15]2[C:19](=[O:20])[C:18]([CH3:22])([CH3:21])[N:17]([CH2:23][C:24]3[C:33]4[C:28](=[CH:29][CH:30]=[CH:31][CH:32]=4)[N:27]=[CH:26][CH:25]=3)[C:16]2=[O:34])[CH:10]=[CH:11][C:12]=1[O:13][CH3:14])C.Cl.C1(C)C=CC=CC=1. Product: [CH3:21][C:18]1([CH3:22])[C:19](=[O:20])[N:15]([C:9]2[CH:10]=[CH:11][C:12]([O:13][CH3:14])=[C:7]([CH:8]=2)[O:6][CH2:5][CH:4]=[O:3])[C:16](=[O:34])[N:17]1[CH2:23][C:24]1[C:33]2[C:28](=[CH:29][CH:30]=[CH:31][CH:32]=2)[N:27]=[CH:26][CH:25]=1. The catalyst class is: 12.